From a dataset of NCI-60 drug combinations with 297,098 pairs across 59 cell lines. Regression. Given two drug SMILES strings and cell line genomic features, predict the synergy score measuring deviation from expected non-interaction effect. (1) Drug 1: CS(=O)(=O)CCNCC1=CC=C(O1)C2=CC3=C(C=C2)N=CN=C3NC4=CC(=C(C=C4)OCC5=CC(=CC=C5)F)Cl. Drug 2: CC(C)CN1C=NC2=C1C3=CC=CC=C3N=C2N. Cell line: A549. Synergy scores: CSS=7.98, Synergy_ZIP=-2.57, Synergy_Bliss=0.815, Synergy_Loewe=0.661, Synergy_HSA=-0.276. (2) Drug 1: CN(C)C1=NC(=NC(=N1)N(C)C)N(C)C. Drug 2: C1=CC=C(C=C1)NC(=O)CCCCCCC(=O)NO. Cell line: SK-MEL-5. Synergy scores: CSS=36.3, Synergy_ZIP=-2.81, Synergy_Bliss=4.45, Synergy_Loewe=-31.4, Synergy_HSA=-0.160. (3) Drug 1: CC1=C(C=C(C=C1)NC2=NC=CC(=N2)N(C)C3=CC4=NN(C(=C4C=C3)C)C)S(=O)(=O)N.Cl. Drug 2: CC1CCC2CC(C(=CC=CC=CC(CC(C(=O)C(C(C(=CC(C(=O)CC(OC(=O)C3CCCCN3C(=O)C(=O)C1(O2)O)C(C)CC4CCC(C(C4)OC)OCCO)C)C)O)OC)C)C)C)OC. Cell line: PC-3. Synergy scores: CSS=30.1, Synergy_ZIP=4.76, Synergy_Bliss=5.21, Synergy_Loewe=-32.2, Synergy_HSA=6.27. (4) Drug 1: C1CN1C2=NC(=NC(=N2)N3CC3)N4CC4. Drug 2: C1=C(C(=O)NC(=O)N1)F. Cell line: SF-268. Synergy scores: CSS=39.7, Synergy_ZIP=-13.3, Synergy_Bliss=-5.34, Synergy_Loewe=-26.4, Synergy_HSA=-0.414. (5) Drug 1: CN1CCC(CC1)COC2=C(C=C3C(=C2)N=CN=C3NC4=C(C=C(C=C4)Br)F)OC. Drug 2: CC1C(C(=O)NC(C(=O)N2CCCC2C(=O)N(CC(=O)N(C(C(=O)O1)C(C)C)C)C)C(C)C)NC(=O)C3=C4C(=C(C=C3)C)OC5=C(C(=O)C(=C(C5=N4)C(=O)NC6C(OC(=O)C(N(C(=O)CN(C(=O)C7CCCN7C(=O)C(NC6=O)C(C)C)C)C)C(C)C)C)N)C. Cell line: NCI-H226. Synergy scores: CSS=18.5, Synergy_ZIP=5.84, Synergy_Bliss=13.4, Synergy_Loewe=13.3, Synergy_HSA=12.7. (6) Drug 1: CC1C(C(=O)NC(C(=O)N2CCCC2C(=O)N(CC(=O)N(C(C(=O)O1)C(C)C)C)C)C(C)C)NC(=O)C3=C4C(=C(C=C3)C)OC5=C(C(=O)C(=C(C5=N4)C(=O)NC6C(OC(=O)C(N(C(=O)CN(C(=O)C7CCCN7C(=O)C(NC6=O)C(C)C)C)C)C(C)C)C)N)C. Drug 2: CCC1(C2=C(COC1=O)C(=O)N3CC4=CC5=C(C=CC(=C5CN(C)C)O)N=C4C3=C2)O.Cl. Cell line: SF-268. Synergy scores: CSS=39.0, Synergy_ZIP=-5.37, Synergy_Bliss=-3.26, Synergy_Loewe=0.805, Synergy_HSA=2.60. (7) Drug 1: C1CNP(=O)(OC1)N(CCCl)CCCl. Drug 2: C1=CC(=C(C=C1I)F)NC2=C(C=CC(=C2F)F)C(=O)NOCC(CO)O. Cell line: HCT116. Synergy scores: CSS=40.8, Synergy_ZIP=-0.241, Synergy_Bliss=-0.274, Synergy_Loewe=-71.2, Synergy_HSA=0.260.